Dataset: Forward reaction prediction with 1.9M reactions from USPTO patents (1976-2016). Task: Predict the product of the given reaction. (1) The product is: [CH3:4][O:3][C:1]([CH:5]1[CH2:6][CH2:7][CH:8]([C:11](=[O:13])[C:21]2[CH:22]=[CH:23][CH:24]=[CH:25][C:20]=2[F:19])[CH2:9][CH2:10]1)=[O:2]. Given the reactants [C:1]([C@H:5]1[CH2:10][CH2:9][C@H:8]([C:11]([OH:13])=O)[CH2:7][CH2:6]1)([O:3][CH3:4])=[O:2].S(Cl)(Cl)=O.[I-].[F:19][C:20]1[CH:25]=[CH:24][CH:23]=[CH:22][C:21]=1[Zn+], predict the reaction product. (2) Given the reactants C(O[C:9](=[O:34])[NH:10][C:11]([CH2:32][OH:33])([CH:14]1[CH2:23][CH2:22][C:21]2[C:16](=[CH:17][CH:18]=[C:19]([CH2:24][CH2:25][CH2:26][CH2:27][CH2:28][CH2:29][CH2:30][CH3:31])[CH:20]=2)[CH2:15]1)[CH2:12][OH:13])C1C=CC=CC=1.[O:35]([CH2:65][C:66]1[CH:71]=[CH:70][CH:69]=[CH:68][CH:67]=1)[P:36](O[P:36]([O:37][CH2:38][C:39]1[CH:44]=[CH:43][CH:42]=[CH:41][CH:40]=1)([O:35][CH2:65][C:66]1[CH:71]=[CH:70][CH:69]=[CH:68][CH:67]=1)=[O:45])(=[O:45])[O:37][CH2:38][C:39]1[CH:44]=[CH:43][CH:42]=[CH:41][CH:40]=1, predict the reaction product. The product is: [CH2:24]([C:19]1[CH:18]=[C:17]2[C:22](=[CH:21][CH:20]=1)[CH2:23][CH:14]([C:11]1([CH2:12][O:13][P:36](=[O:45])([O:37][CH2:38][C:39]3[CH:44]=[CH:43][CH:42]=[CH:41][CH:40]=3)[O:35][CH2:65][C:66]3[CH:71]=[CH:70][CH:69]=[CH:68][CH:67]=3)[CH2:32][O:33][C:9](=[O:34])[NH:10]1)[CH2:15][CH2:16]2)[CH2:25][CH2:26][CH2:27][CH2:28][CH2:29][CH2:30][CH3:31]. (3) Given the reactants [Cl:1][C:2]1[N:7]=[N:6][C:5]([NH2:8])=[CH:4][CH:3]=1.CCN(C(C)C)C(C)C.[C:18]1([CH2:24][C:25](Cl)=[O:26])[CH:23]=[CH:22][CH:21]=[CH:20][CH:19]=1, predict the reaction product. The product is: [Cl:1][C:2]1[N:7]=[N:6][C:5]([NH:8][C:25](=[O:26])[CH2:24][C:18]2[CH:23]=[CH:22][CH:21]=[CH:20][CH:19]=2)=[CH:4][CH:3]=1. (4) The product is: [CH3:25][C:26]1[CH:34]=[N:33][CH:32]=[CH:31][C:27]=1[C:28]([NH:61][C:58]1[CH:59]=[CH:60][N:56]([CH2:55][C:50]2[CH:51]=[CH:52][CH:53]=[CH:54][C:49]=2[O:48][C:42]2[CH:47]=[CH:46][CH:45]=[CH:44][CH:43]=2)[N:57]=1)=[O:30]. Given the reactants CN(C(ON1N=NC2C=CC=NC1=2)=[N+](C)C)C.F[P-](F)(F)(F)(F)F.[CH3:25][C:26]1[CH:34]=[N:33][CH:32]=[CH:31][C:27]=1[C:28]([OH:30])=O.C(NC(C)C)(C)C.[C:42]1([O:48][C:49]2[CH:54]=[CH:53][CH:52]=[CH:51][C:50]=2[CH2:55][N:56]2[CH:60]=[CH:59][C:58]([NH2:61])=[N:57]2)[CH:47]=[CH:46][CH:45]=[CH:44][CH:43]=1, predict the reaction product. (5) Given the reactants CC(O)=O.[NH2:5][C@@H:6]1[CH2:8][C@H:7]1[C:9]1[CH:10]=[CH:11][C:12]([C:15]2[CH:16]=[C:17]([CH:20]=[C:21]([O:23][CH3:24])[CH:22]=2)[C:18]#[N:19])=[N:13][CH:14]=1.O=[C:26]1[CH2:31][CH2:30][CH:29]([NH:32][C:33](=[O:39])[O:34][C:35]([CH3:38])([CH3:37])[CH3:36])[CH2:28][CH2:27]1.C(O[BH-](OC(=O)C)OC(=O)C)(=O)C.[Na+], predict the reaction product. The product is: [C:18]([C:17]1[CH:16]=[C:15]([C:12]2[N:13]=[CH:14][C:9]([C@@H:7]3[CH2:8][C@H:6]3[NH:5][CH:26]3[CH2:27][CH2:28][CH:29]([NH:32][C:33](=[O:39])[O:34][C:35]([CH3:37])([CH3:36])[CH3:38])[CH2:30][CH2:31]3)=[CH:10][CH:11]=2)[CH:22]=[C:21]([O:23][CH3:24])[CH:20]=1)#[N:19]. (6) Given the reactants C(N(C)C(=O)O[C:6]1[CH:11]=[CH:10][C:9]([C:12]2[C:13]3[C:14]4[CH:28]=[CH:27][S:26][C:15]=4[C:16](=[O:25])[NH:17][C:18]=3[C:19]([Cl:24])=[CH:20][C:21]=2[O:22]C)=[CH:8][CH:7]=1)C.B(Br)(Br)Br, predict the reaction product. The product is: [ClH:24].[Cl:24][C:19]1[C:18]2[NH:17][C:16](=[O:25])[C:15]3[S:26][CH:27]=[CH:28][C:14]=3[C:13]=2[C:12]([C:9]2[CH:10]=[CH:11][C:6]([C@H:16]([NH:17][CH3:18])[CH3:15])=[CH:7][CH:8]=2)=[C:21]([OH:22])[CH:20]=1.